Dataset: Reaction yield outcomes from USPTO patents with 853,638 reactions. Task: Predict the reaction yield, written as a fraction of the theoretical maximum amount of product (1.0 means a 100% yield; for example, 0.34 means a 34% yield). The reactants are [OH:1][C:2]1[CH:3]=[C:4]([CH:8]([C:12]2[CH:17]=[CH:16][CH:15]=[CH:14][CH:13]=2)[NH:9]C=O)[CH:5]=[CH:6][CH:7]=1.[ClH:18]. No catalyst specified. The product is [ClH:18].[NH2:9][CH:8]([C:12]1[CH:17]=[CH:16][CH:15]=[CH:14][CH:13]=1)[C:4]1[CH:3]=[C:2]([OH:1])[CH:7]=[CH:6][CH:5]=1. The yield is 0.979.